Dataset: Full USPTO retrosynthesis dataset with 1.9M reactions from patents (1976-2016). Task: Predict the reactants needed to synthesize the given product. (1) Given the product [CH3:11][O:10][C:5]1[CH:4]=[C:3]2[C:2](=[CH:7][C:6]=1[O:8][CH3:9])[N:1]=[N:16][CH:13]=[C:12]2[OH:14], predict the reactants needed to synthesize it. The reactants are: [NH2:1][C:2]1[CH:7]=[C:6]([O:8][CH3:9])[C:5]([O:10][CH3:11])=[CH:4][C:3]=1[C:12](=[O:14])[CH3:13].Cl.[N:16]([O-])=O.[Na+]. (2) Given the product [ClH:35].[Cl:35][C:33]1[CH:34]=[C:29]([C:17]2[C:16]3[CH2:15][CH2:14][CH2:13][CH2:12][C:11]=3[N:10]=[C:9]([O:8][CH2:7][C:2]3[CH:3]=[CH:4][CH:5]=[CH:6][N:1]=3)[CH:18]=2)[C:30]([F:36])=[N:31][CH:32]=1, predict the reactants needed to synthesize it. The reactants are: [N:1]1[CH:6]=[CH:5][CH:4]=[CH:3][C:2]=1[CH2:7][O:8][C:9]1[CH:18]=[C:17](B2OC(C)(C)C(C)(C)O2)[C:16]2[CH2:15][CH2:14][CH2:13][CH2:12][C:11]=2[N:10]=1.Br[C:29]1[C:30]([F:36])=[N:31][CH:32]=[C:33]([Cl:35])[CH:34]=1.C(Cl)Cl.C(=O)([O-])[O-].[K+].[K+]. (3) Given the product [N:14]1([C:7]([C:6]2[C:5]([CH3:11])=[N:4][CH:3]=[C:2]([Br:1])[CH:10]=2)=[O:9])[CH2:15][CH2:20][CH2:18]1, predict the reactants needed to synthesize it. The reactants are: [Br:1][C:2]1[CH:3]=[N:4][C:5]([CH3:11])=[C:6]([CH:10]=1)[C:7]([OH:9])=O.CC[N:14]([CH:18]([CH3:20])C)[CH:15](C)C.CN(C(ON1N=NC2C=CC=CC1=2)=[N+](C)C)C.[B-](F)(F)(F)F.N1CCC1. (4) The reactants are: [CH2:1]([NH2:4])[CH2:2][NH2:3].[C:5]([C@@H:8]([NH:41][C:42]([CH2:44][CH2:45][CH2:46][CH2:47][CH2:48][CH2:49][CH2:50][CH2:51][CH2:52][CH2:53][CH2:54][CH2:55][CH2:56][CH2:57][CH2:58][CH2:59][C:60]([OH:62])=[O:61])=[O:43])[CH2:9][CH2:10][C:11](=[O:40])[NH:12][CH2:13][CH2:14][O:15][CH2:16][CH2:17][O:18][CH2:19][C:20](=[O:39])[NH:21][CH2:22][CH2:23][O:24][CH2:25][CH2:26][O:27][CH2:28][C:29](ON1C(=O)CCC1=O)=[O:30])([OH:7])=[O:6]. Given the product [NH2:3][CH2:2][CH2:1][NH:4][C:29]([CH2:28][O:27][CH2:26][CH2:25][O:24][CH2:23][CH2:22][NH:21][C:20]([CH2:19][O:18][CH2:17][CH2:16][O:15][CH2:14][CH2:13][NH:12][C:11]([CH2:10][CH2:9][C@H:8]([NH:41][C:42]([CH2:44][CH2:45][CH2:46][CH2:47][CH2:48][CH2:49][CH2:50][CH2:51][CH2:52][CH2:53][CH2:54][CH2:55][CH2:56][CH2:57][CH2:58][CH2:59][C:60]([OH:62])=[O:61])=[O:43])[C:5]([OH:7])=[O:6])=[O:40])=[O:39])=[O:30], predict the reactants needed to synthesize it.